Dataset: Reaction yield outcomes from USPTO patents with 853,638 reactions. Task: Predict the reaction yield, written as a fraction of the theoretical maximum amount of product (1.0 means a 100% yield; for example, 0.34 means a 34% yield). (1) The reactants are Cl.Cl.[NH2:3][C:4]1[C:13]2[N:14]=[C:15]([CH2:25][O:26][CH2:27][CH3:28])[N:16]([CH2:17][C:18]3([OH:24])[CH2:23][CH2:22][NH:21][CH2:20][CH2:19]3)[C:12]=2[C:11]2[CH:10]=[CH:9][CH:8]=[CH:7][C:6]=2[N:5]=1.C(Cl)(Cl)Cl.C(N(CC)CC)C.[CH3:40][S:41](Cl)(=[O:43])=[O:42]. The catalyst is CN(C)C=O.N1C=CC=CC=1. The product is [NH2:3][C:4]1[C:13]2[N:14]=[C:15]([CH2:25][O:26][CH2:27][CH3:28])[N:16]([CH2:17][C:18]3([OH:24])[CH2:19][CH2:20][N:21]([S:41]([CH3:40])(=[O:43])=[O:42])[CH2:22][CH2:23]3)[C:12]=2[C:11]2[CH:10]=[CH:9][CH:8]=[CH:7][C:6]=2[N:5]=1. The yield is 0.360. (2) The reactants are [F:1][C:2]1[CH:7]=[CH:6][C:5]([C@H:8]2[CH2:12][O:11][C:10](=[O:13])[N:9]2[C:14]2[CH:19]=[CH:18][N:17]3[N:20]=[CH:21][C:22]([C:23]4[CH:35]=[CH:34][C:26]([C:27]([NH:29][NH:30][C:31](=[NH:33])[CH3:32])=O)=[CH:25][CH:24]=4)=[C:16]3[N:15]=2)=[CH:4][CH:3]=1.C(Cl)(Cl)(Cl)Cl.C(N(CC)CC)C.C1(P(C2C=CC=CC=2)C2C=CC=CC=2)C=CC=CC=1. The catalyst is CCOC(C)=O.C(Cl)Cl.C(#N)C. The product is [F:1][C:2]1[CH:3]=[CH:4][C:5]([C@H:8]2[CH2:12][O:11][C:10](=[O:13])[N:9]2[C:14]2[CH:19]=[CH:18][N:17]3[N:20]=[CH:21][C:22]([C:23]4[CH:35]=[CH:34][C:26]([C:27]5[NH:33][C:31]([CH3:32])=[N:30][N:29]=5)=[CH:25][CH:24]=4)=[C:16]3[N:15]=2)=[CH:6][CH:7]=1. The yield is 0.0600. (3) The catalyst is COCCOC.CO.C1C=CC([P]([Pd]([P](C2C=CC=CC=2)(C2C=CC=CC=2)C2C=CC=CC=2)([P](C2C=CC=CC=2)(C2C=CC=CC=2)C2C=CC=CC=2)[P](C2C=CC=CC=2)(C2C=CC=CC=2)C2C=CC=CC=2)(C2C=CC=CC=2)C2C=CC=CC=2)=CC=1. The product is [OH:36][C:22]1[CH:23]=[CH:24][C:25]([C:2]2[CH:10]=[C:9]3[C:5](/[C:6](=[CH:12]/[C:13]4[CH:18]=[CH:17][CH:16]=[CH:15][N:14]=4)/[C:7](=[O:11])[NH:8]3)=[CH:4][CH:3]=2)=[CH:26][C:21]=1[O:20][CH3:19]. The reactants are Br[C:2]1[CH:10]=[C:9]2[C:5](/[C:6](=[CH:12]/[C:13]3[CH:18]=[CH:17][CH:16]=[CH:15][N:14]=3)/[C:7](=[O:11])[NH:8]2)=[CH:4][CH:3]=1.[CH3:19][O:20][C:21]1[CH:26]=[C:25](B2OC(C)(C)C(C)(C)O2)[CH:24]=[CH:23][C:22]=1[OH:36].[F-].[Cs+]. The yield is 0.180. (4) The reactants are [CH3:1][C:2]([CH3:22])([CH3:21])[C:3]#[C:4][C:5]1[CH:10]=[C:9]([N+:11]([O-:13])=[O:12])[C:8]([F:14])=[CH:7][C:6]=1[NH:15]C(=O)CCC.CCCC[N+](CCCC)(CCCC)CCCC.[F-].O. The catalyst is CN(C=O)C. The yield is 0.650. The product is [C:2]([C:3]1[NH:15][C:6]2[C:5]([CH:4]=1)=[CH:10][C:9]([N+:11]([O-:13])=[O:12])=[C:8]([F:14])[CH:7]=2)([CH3:22])([CH3:21])[CH3:1]. (5) The reactants are C[Si](C)(C)N[Si](C)(C)C.[Li]CCCC.[Br:15][C:16]1[CH:21]=[CH:20][C:19]([C:22](=[O:26])[CH2:23][CH2:24][CH3:25])=[CH:18][CH:17]=1.[F:27][C:28]([F:37])([F:36])[C:29](N1C=CN=C1)=[O:30]. The catalyst is C1COCC1. The product is [Br:15][C:16]1[CH:17]=[CH:18][C:19]([C:22](=[O:26])[CH:23]([CH2:24][CH3:25])[C:29](=[O:30])[C:28]([F:27])([F:36])[F:37])=[CH:20][CH:21]=1. The yield is 0.690. (6) The reactants are [NH2:1][C:2]1[CH:7]=[CH:6][C:5]([S:8][CH2:9][C:10]2[CH:15]=[CH:14][CH:13]=[CH:12][CH:11]=2)=[CH:4][C:3]=1/[CH:16]=[CH:17]/[C:18]([O:20][CH2:21][CH3:22])=[O:19].[Br:23][C:24]1[CH:29]=[C:28]([Cl:30])[CH:27]=[CH:26][C:25]=1I.C(=O)([O-])[O-].[Cs+].[Cs+]. The catalyst is C1C=CC(/C=C/C(/C=C/C2C=CC=CC=2)=O)=CC=1.C1C=CC(/C=C/C(/C=C/C2C=CC=CC=2)=O)=CC=1.C1C=CC(/C=C/C(/C=C/C2C=CC=CC=2)=O)=CC=1.[Pd].[Pd].CC1(C)C2C(=C(P(C3C=CC=CC=3)C3C=CC=CC=3)C=CC=2)OC2C(P(C3C=CC=CC=3)C3C=CC=CC=3)=CC=CC1=2. The product is [CH2:9]([S:8][C:5]1[CH:6]=[CH:7][C:2]([NH:1][C:25]2[CH:26]=[CH:27][C:28]([Cl:30])=[CH:29][C:24]=2[Br:23])=[C:3](/[CH:16]=[CH:17]/[C:18]([O:20][CH2:21][CH3:22])=[O:19])[CH:4]=1)[C:10]1[CH:15]=[CH:14][CH:13]=[CH:12][CH:11]=1. The yield is 0.790. (7) The reactants are Br[C:2]1[CH:3]=[CH:4][C:5]2[O:32][CH2:31][C:8]3([C:16]4[C:11](=[CH:12][CH:13]=[CH:14][CH:15]=4)[N:10]([CH:17]([C:24]4[CH:29]=[CH:28][CH:27]=[CH:26][CH:25]=4)[C:18]4[CH:23]=[CH:22][CH:21]=[CH:20][CH:19]=4)[C:9]3=[O:30])[C:6]=2[CH:7]=1.[B:33]1([B:33]2[O:37][C:36]([CH3:39])([CH3:38])[C:35]([CH3:41])([CH3:40])[O:34]2)[O:37][C:36]([CH3:39])([CH3:38])[C:35]([CH3:41])([CH3:40])[O:34]1.C([O-])(=O)C.[K+]. The catalyst is CS(C)=O.O. The product is [C:24]1([CH:17]([C:18]2[CH:19]=[CH:20][CH:21]=[CH:22][CH:23]=2)[N:10]2[C:11]3[C:16](=[CH:15][CH:14]=[CH:13][CH:12]=3)[C:8]3([C:6]4[CH:7]=[C:2]([B:33]5[O:37][C:36]([CH3:39])([CH3:38])[C:35]([CH3:41])([CH3:40])[O:34]5)[CH:3]=[CH:4][C:5]=4[O:32][CH2:31]3)[C:9]2=[O:30])[CH:29]=[CH:28][CH:27]=[CH:26][CH:25]=1. The yield is 0.300.